Dataset: Reaction yield outcomes from USPTO patents with 853,638 reactions. Task: Predict the reaction yield, written as a fraction of the theoretical maximum amount of product (1.0 means a 100% yield; for example, 0.34 means a 34% yield). The reactants are Br[CH2:2][CH:3](OCC)OCC.Br.C(=O)(O)[O-].[Na+].[Br:16][C:17]1[C:18]([NH2:24])=[N:19][CH:20]=[C:21]([Br:23])[N:22]=1.C(=O)([O-])[O-].[K+].[K+]. No catalyst specified. The product is [Br:23][C:21]1[N:22]=[C:17]([Br:16])[C:18]2[N:19]([CH:2]=[CH:3][N:24]=2)[CH:20]=1. The yield is 0.940.